This data is from TCR-epitope binding with 47,182 pairs between 192 epitopes and 23,139 TCRs. The task is: Binary Classification. Given a T-cell receptor sequence (or CDR3 region) and an epitope sequence, predict whether binding occurs between them. (1) The epitope is IVTDFSVIK. The TCR CDR3 sequence is CASSIFAHSSQPQHF. Result: 0 (the TCR does not bind to the epitope). (2) The epitope is TPGPGVRYPL. The TCR CDR3 sequence is CASSYGPSNNSPLHF. Result: 0 (the TCR does not bind to the epitope). (3) The epitope is GTSGSPIINR. The TCR CDR3 sequence is CASSQEVFSYNEQFF. Result: 0 (the TCR does not bind to the epitope). (4) The epitope is KLPDDFTGCV. The TCR CDR3 sequence is CATRGVYEQFF. Result: 0 (the TCR does not bind to the epitope). (5) The epitope is MPASWVMRI. The TCR CDR3 sequence is CASSYGGAAYTGELFF. Result: 1 (the TCR binds to the epitope). (6) The epitope is LPRRSGAAGA. The TCR CDR3 sequence is CSARNYLKTNEQFF. Result: 1 (the TCR binds to the epitope).